Dataset: Retrosynthesis with 50K atom-mapped reactions and 10 reaction types from USPTO. Task: Predict the reactants needed to synthesize the given product. Given the product CCOC(=O)c1cc2cc(OCC)c(Cl)nc2n1C(=O)OC(C)(C)C, predict the reactants needed to synthesize it. The reactants are: CCBr.CCOC(=O)c1cc2cc(O)c(Cl)nc2n1C(=O)OC(C)(C)C.